From a dataset of Full USPTO retrosynthesis dataset with 1.9M reactions from patents (1976-2016). Predict the reactants needed to synthesize the given product. (1) Given the product [CH2:32]([O:39][CH2:40][C:41]([N:43]([C:16]1[CH:17]=[CH:18][C:13]([NH:12][C:10]2[N:11]=[C:6]([NH:5][CH:1]3[CH2:2][CH2:3][CH2:4]3)[C:7]3[CH:31]=[CH:30][NH:29][C:8]=3[N:9]=2)=[CH:14][CH:15]=1)[CH3:44])=[O:42])[C:33]1[CH:38]=[CH:37][CH:36]=[CH:35][CH:34]=1, predict the reactants needed to synthesize it. The reactants are: [CH:1]1([NH:5][C:6]2[C:7]3[CH:31]=[CH:30][NH:29][C:8]=3[N:9]=[C:10]([NH:12][C:13]3[CH:18]=[CH:17][C:16](S(N4CCC(O)CC4)(=O)=O)=[CH:15][CH:14]=3)[N:11]=2)[CH2:4][CH2:3][CH2:2]1.[CH2:32]([O:39][CH2:40][C:41]([N:43](C)[C:44]1C=CC(N)=CC=1)=[O:42])[C:33]1[CH:38]=[CH:37][CH:36]=[CH:35][CH:34]=1. (2) Given the product [CH3:16][O:5][C:4](=[O:6])[C:3]1[CH:7]=[CH:8][C:9]([C:11]2[NH:15][N:14]=[N:13][N:12]=2)=[CH:10][C:2]=1[F:1], predict the reactants needed to synthesize it. The reactants are: [F:1][C:2]1[CH:10]=[C:9]([C:11]2[NH:15][N:14]=[N:13][N:12]=2)[CH:8]=[CH:7][C:3]=1[C:4]([OH:6])=[O:5].[CH3:16]O.